The task is: Predict the reactants needed to synthesize the given product.. This data is from Full USPTO retrosynthesis dataset with 1.9M reactions from patents (1976-2016). (1) Given the product [CH3:23][C:24]1[CH:25]=[CH:26][C:27]([B:14]2[O:22][C:19]([CH3:21])([CH3:20])[C:16]([CH3:18])([CH3:17])[O:15]2)=[C:13]([CH:12]=1)[C:5]([O:6][CH3:2])=[O:47], predict the reactants needed to synthesize it. The reactants are: C[CH:2]1[O:6][CH2:5]CC1.C(N([CH2:12][CH3:13])CC)C.[BH3:14].[OH:15][C:16]([C:19]([OH:22])([CH3:21])[CH3:20])([CH3:18])[CH3:17].[C:23]1(C)C=[CH:27][CH:26]=[CH:25][C:24]=1P([C:25]1[CH:26]=[CH:27]C=[CH:23][C:24]=1C)[C:25]1[CH:26]=[CH:27]C=[CH:23][C:24]=1C.[Cl-].[NH4+].[OH2:47]. (2) Given the product [C:1]([O:5][C:6]([N:8]1[C@@H:12]([CH2:13][CH2:14][CH:15]([C:18]2[CH:19]=[C:20]([F:25])[CH:21]=[C:22]([F:24])[CH:23]=2)[CH2:16][CH3:17])[CH2:11][O:10][C:9]1([CH3:26])[CH3:27])=[O:7])([CH3:2])([CH3:3])[CH3:4], predict the reactants needed to synthesize it. The reactants are: [C:1]([O:5][C:6]([N:8]1[C@@H:12](/[CH:13]=[CH:14]\[C:15]2([C:18]3[CH:23]=[C:22]([F:24])[CH:21]=[C:20]([F:25])[CH:19]=3)[CH2:17][CH2:16]2)[CH2:11][O:10][C:9]1([CH3:27])[CH3:26])=[O:7])([CH3:4])([CH3:3])[CH3:2].C([O-])=O.[NH4+]. (3) The reactants are: C(O[CH:4]=[C:5]([C:11](=[O:18])[NH:12][C:13]([O:15]CC)=O)[C:6]([O:8][CH2:9][CH3:10])=[O:7])C.[NH2:19][C:20]1[CH:28]=[C:27]2[C:23]([C:24]([CH3:32])([CH3:31])[C:25](=[O:30])[N:26]2[CH3:29])=[CH:22][CH:21]=1.CC(C)([O-])C.[K+].Cl. Given the product [O:15]=[C:13]1[NH:12][C:11](=[O:18])[C:5]([C:6]([O:8][CH2:9][CH3:10])=[O:7])=[CH:4][N:19]1[C:20]1[CH:28]=[C:27]2[C:23]([C:24]([CH3:32])([CH3:31])[C:25](=[O:30])[N:26]2[CH3:29])=[CH:22][CH:21]=1, predict the reactants needed to synthesize it. (4) Given the product [Cl:18][C:13]1[CH:14]=[CH:15][CH:16]=[CH:17][C:12]=1[CH2:11][N:8]1[C:6]2[N:7]=[C:2]([S:37][CH2:35][CH3:36])[N:3]=[C:4]([N:19]3[CH2:23][CH2:22][C:21]([F:25])([F:24])[CH2:20]3)[C:5]=2[N:10]=[N:9]1, predict the reactants needed to synthesize it. The reactants are: Cl[C:2]1[N:3]=[C:4]([N:19]2[CH2:23][CH2:22][C:21]([F:25])([F:24])[CH2:20]2)[C:5]2[N:10]=[N:9][N:8]([CH2:11][C:12]3[CH:17]=[CH:16][CH:15]=[CH:14][C:13]=3[Cl:18])[C:6]=2[N:7]=1.CCN(C(C)C)C(C)C.[CH2:35]([SH:37])[CH3:36]. (5) Given the product [F:21][C:22]([F:38])([F:39])[C:23]1[CH:36]=[CH:35][CH:34]=[CH:33][C:24]=1[CH:25]([OH:32])[C:26]1[CH:31]=[CH:30][CH:29]=[CH:28][CH:27]=1, predict the reactants needed to synthesize it. The reactants are: FC(F)(F)C1C=CC=CC=1[Mg]Br.C(=O)C1C=CC=CC=1.[F:21][C:22]([F:39])([F:38])[C:23]1[CH:36]=[C:35](Cl)[CH:34]=[CH:33][C:24]=1[CH:25]([OH:32])[C:26]1[CH:31]=[CH:30][CH:29]=[CH:28][CH:27]=1. (6) Given the product [Cl:1][C:2]1[CH:27]=[N:26][CH:25]=[CH:24][C:3]=1[C:4]1[O:5][C:8]([C:9]([CH3:22])([O:11][C:12]2[CH:13]=[CH:14][C:15]([C:18]([F:20])([F:21])[F:19])=[CH:16][CH:17]=2)[CH3:10])=[N:7][N:6]=1, predict the reactants needed to synthesize it. The reactants are: [Cl:1][C:2]1[CH:27]=[N:26][CH:25]=[CH:24][C:3]=1[C:4]([NH:6][NH:7][C:8](=O)[C:9]([CH3:22])([O:11][C:12]1[CH:17]=[CH:16][C:15]([C:18]([F:21])([F:20])[F:19])=[CH:14][CH:13]=1)[CH3:10])=[O:5].N1C=CC=CC=1.FC(F)(F)S(OS(C(F)(F)F)(=O)=O)(=O)=O. (7) Given the product [C:1]([O:5][C:6]([N:8]1[C:16]2[C:11](=[CH:12][CH:13]=[CH:14][CH:15]=2)[C:10]([CH2:17][C@@H:18]([C:30]([O:32][C:33]([CH3:36])([CH3:35])[CH3:34])=[O:31])[N:19]2[CH:24]=[CH:23][CH:22]=[C:21]([C:25]([OH:27])=[O:26])[C:20]2=[O:29])=[CH:9]1)=[O:7])([CH3:3])([CH3:4])[CH3:2], predict the reactants needed to synthesize it. The reactants are: [C:1]([O:5][C:6]([N:8]1[C:16]2[C:11](=[CH:12][CH:13]=[CH:14][CH:15]=2)[C:10]([CH2:17][C@@H:18]([C:30]([O:32][C:33]([CH3:36])([CH3:35])[CH3:34])=[O:31])[N:19]2[CH:24]=[CH:23][CH:22]=[C:21]([C:25]([O:27]C)=[O:26])[C:20]2=[O:29])=[CH:9]1)=[O:7])([CH3:4])([CH3:3])[CH3:2].[OH-].[Li+].Cl.